The task is: Predict the reactants needed to synthesize the given product.. This data is from Full USPTO retrosynthesis dataset with 1.9M reactions from patents (1976-2016). Given the product [N:1]1[N:2]([C:6]2[CH:23]=[CH:22][CH:21]=[CH:20][C:7]=2[C:8]([N:10]2[C@H:15]([CH3:16])[CH2:14][CH2:13][C@@H:12]([C:17]3[O:18][C:25]([C:26]([O:28][CH2:29][CH3:30])=[O:27])=[C:31]([CH3:32])[N:19]=3)[CH2:11]2)=[O:9])[N:3]=[CH:4][CH:5]=1, predict the reactants needed to synthesize it. The reactants are: [N:1]1[N:2]([C:6]2[CH:23]=[CH:22][CH:21]=[CH:20][C:7]=2[C:8]([N:10]2[C@H:15]([CH3:16])[CH2:14][CH2:13][C@@H:12]([C:17]([NH2:19])=[O:18])[CH2:11]2)=[O:9])[N:3]=[CH:4][CH:5]=1.Cl[CH:25]([C:31](=O)[CH3:32])[C:26]([O:28][CH2:29][CH3:30])=[O:27].